This data is from Forward reaction prediction with 1.9M reactions from USPTO patents (1976-2016). The task is: Predict the product of the given reaction. (1) Given the reactants [Cl:1]C1C=C(C2C=CC=CC=2C(F)(F)F)N=C(N)C=1[N+]([O-])=O.[H-].[Na+].[C:24]([C:28]1[C:29]([Cl:37])=[C:30]([C:34](O)=[O:35])[N:31]([CH3:33])[N:32]=1)([CH3:27])([CH3:26])[CH3:25].C(Cl)(=O)C(Cl)=O, predict the reaction product. The product is: [C:24]([C:28]1[C:29]([Cl:37])=[C:30]([C:34]([Cl:1])=[O:35])[N:31]([CH3:33])[N:32]=1)([CH3:27])([CH3:26])[CH3:25]. (2) Given the reactants [F:1][C:2]1[CH:3]=[C:4]([C:8]2[N:13]=[C:12]([CH3:14])[C:11]([C:15]([OH:17])=O)=[CH:10][N:9]=2)[CH:5]=[CH:6][CH:7]=1.CN(C(SC1[N+]([O-])=CC=CC=1)=[N+](C)C)C.F[P-](F)(F)(F)(F)F.CCN(C(C)C)C(C)C.[CH3:49][O:50][C:51]1[CH:52]=[C:53]2[C:57](=[CH:58][CH:59]=1)[N:56]([NH2:60])[CH:55]=[C:54]2[CH3:61], predict the reaction product. The product is: [CH3:49][O:50][C:51]1[CH:52]=[C:53]2[C:57](=[CH:58][CH:59]=1)[N:56]([NH:60][C:15]([C:11]1[C:12]([CH3:14])=[N:13][C:8]([C:4]3[CH:5]=[CH:6][CH:7]=[C:2]([F:1])[CH:3]=3)=[N:9][CH:10]=1)=[O:17])[CH:55]=[C:54]2[CH3:61]. (3) Given the reactants [CH2:1]([O:3][C:4]([C:6]1[C:7]([CH3:23])=[N:8][C:9]2[C:14]([C:15]=1[NH2:16])=[C:13]([O:17][CH2:18][C:19]([NH2:22])([CH3:21])[CH3:20])[CH:12]=[CH:11][CH:10]=2)=[O:5])[CH3:2].[C:24](O)(=[O:31])[C:25]1[CH:30]=[CH:29][N:28]=[CH:27][CH:26]=1.CCN=C=NCCCN(C)C.C1C=CC2N(O)N=NC=2C=1.C(N(CC)CC)C, predict the reaction product. The product is: [CH2:1]([O:3][C:4]([C:6]1[C:7]([CH3:23])=[N:8][C:9]2[C:14]([C:15]=1[NH2:16])=[C:13]([O:17][CH2:18][C:19]([NH:22][C:24](=[O:31])[C:25]1[CH:30]=[CH:29][N:28]=[CH:27][CH:26]=1)([CH3:20])[CH3:21])[CH:12]=[CH:11][CH:10]=2)=[O:5])[CH3:2]. (4) Given the reactants [CH3:1][O:2][C@@H:3]1[C@@H:7]([O:8][N+:9]([O-:11])=[O:10])[CH2:6][C@H:5]([C:12]([OH:14])=O)[CH2:4]1.[C:15]1([S:21]([NH2:24])(=[O:23])=[O:22])[CH:20]=[CH:19][CH:18]=[CH:17][CH:16]=1.C(N(CC)CC)C.F[P-](F)(F)(F)(F)F.N1(OC(N(C)C)=[N+](C)C)C2N=CC=CC=2N=N1, predict the reaction product. The product is: [N+:9]([O-:11])([O:8][C@H:7]1[CH2:6][C@H:5]([C:12](=[O:14])[NH:24][S:21]([C:15]2[CH:20]=[CH:19][CH:18]=[CH:17][CH:16]=2)(=[O:23])=[O:22])[CH2:4][C@@H:3]1[O:2][CH3:1])=[O:10]. (5) Given the reactants CCN(C(C)C)C(C)C.[CH2:10]([OH:15])[CH2:11][CH2:12][CH:13]=[CH2:14].Cl[C:17](Cl)([O:19]C(=O)OC(Cl)(Cl)Cl)Cl.[OH-].[Na+].[NH2:30][C@H:31]([C:36]([OH:38])=[O:37])[C:32]([CH3:35])([CH3:34])[CH3:33], predict the reaction product. The product is: [CH3:33][C:32]([CH3:35])([CH3:34])[C@H:31]([NH:30][C:17]([O:15][CH2:10][CH2:11][CH2:12][CH:13]=[CH2:14])=[O:19])[C:36]([OH:38])=[O:37]. (6) Given the reactants [O:1]=[S:2]1(=[O:34])[C:7]2[CH:8]=[CH:9][CH:10]=[CH:11][C:6]=2[NH:5][C:4]([C:12]2[C:13](=[O:33])[N:14]([N:23]=[C:24]3[CH2:29][CH2:28][CH:27]([CH:30]([CH3:32])[CH3:31])[CH2:26][CH2:25]3)[C:15]3[C:20]([C:21]=2[OH:22])=[CH:19][CH:18]=[CH:17][CH:16]=3)=[N:3]1.CO.[BH4-].[Li+].Cl, predict the reaction product. The product is: [O:34]=[S:2]1(=[O:1])[C:7]2[CH:8]=[CH:9][CH:10]=[CH:11][C:6]=2[NH:5][C:4]([C:12]2[C:13](=[O:33])[N:14]([NH:23][CH:24]3[CH2:25][CH2:26][CH:27]([CH:30]([CH3:32])[CH3:31])[CH2:28][CH2:29]3)[C:15]3[C:20]([C:21]=2[OH:22])=[CH:19][CH:18]=[CH:17][CH:16]=3)=[N:3]1. (7) Given the reactants C([O:3][C:4]([C:6]1[O:7][C:8]2[CH:14]=[CH:13][CH:12]=[CH:11][C:9]=2[N:10]=1)=[O:5])C.[OH-].[Na+:16], predict the reaction product. The product is: [Na+:16].[O:7]1[C:8]2[CH:14]=[CH:13][CH:12]=[CH:11][C:9]=2[N:10]=[C:6]1[C:4]([O-:5])=[O:3].